From a dataset of Reaction yield outcomes from USPTO patents with 853,638 reactions. Predict the reaction yield, written as a fraction of the theoretical maximum amount of product (1.0 means a 100% yield; for example, 0.34 means a 34% yield). (1) The reactants are [Cl:1][C:2]1[CH:16]=[CH:15][CH:14]=[CH:13][C:3]=1[CH2:4]P(=O)(OCC)OCC.[H-].[Na+].[F:19][C:20]1[CH:25]=[C:24]([F:26])[CH:23]=[CH:22][C:21]=1[C:27](=O)[CH3:28]. The catalyst is CN(C=O)C.O. The product is [Cl:1][C:2]1[CH:16]=[CH:15][CH:14]=[CH:13][C:3]=1[CH:4]=[C:27]([C:21]1[CH:22]=[CH:23][C:24]([F:26])=[CH:25][C:20]=1[F:19])[CH3:28]. The yield is 0.260. (2) The reactants are [CH2:1]([C:4]1[C:8]([CH2:9][CH2:10][CH2:11][CH2:12][OH:13])=[CH:7][N:6]([C:14]2[CH:19]=[CH:18][C:17]([C:20]([F:23])([F:22])[F:21])=[CH:16][N:15]=2)[N:5]=1)[CH2:2][CH3:3].O[C:25]1[CH:30]=[CH:29][C:28]([CH2:31][C:32]([O:34]C)=[O:33])=[CH:27][CH:26]=1.C(P(CCCC)CCCC)CCC.N(C(N1CCCCC1)=O)=NC(N1CCCCC1)=O. The catalyst is O1CCCC1. The product is [CH2:1]([C:4]1[C:8]([CH2:9][CH2:10][CH2:11][CH2:12][O:13][C:25]2[CH:30]=[CH:29][C:28]([CH2:31][C:32]([OH:34])=[O:33])=[CH:27][CH:26]=2)=[CH:7][N:6]([C:14]2[CH:19]=[CH:18][C:17]([C:20]([F:22])([F:21])[F:23])=[CH:16][N:15]=2)[N:5]=1)[CH2:2][CH3:3]. The yield is 0.580.